From a dataset of NCI-60 drug combinations with 297,098 pairs across 59 cell lines. Regression. Given two drug SMILES strings and cell line genomic features, predict the synergy score measuring deviation from expected non-interaction effect. Synergy scores: CSS=63.1, Synergy_ZIP=11.6, Synergy_Bliss=11.0, Synergy_Loewe=-15.6, Synergy_HSA=12.0. Cell line: A549. Drug 2: CN(C(=O)NC(C=O)C(C(C(CO)O)O)O)N=O. Drug 1: CC1=C2C(C(=O)C3(C(CC4C(C3C(C(C2(C)C)(CC1OC(=O)C(C(C5=CC=CC=C5)NC(=O)OC(C)(C)C)O)O)OC(=O)C6=CC=CC=C6)(CO4)OC(=O)C)OC)C)OC.